The task is: Predict the reactants needed to synthesize the given product.. This data is from Full USPTO retrosynthesis dataset with 1.9M reactions from patents (1976-2016). (1) Given the product [Br:1][C:2]1[O:6][C:5]([CH:7]([O:11][C:12]2[C:13]([F:22])=[C:14]([C:18]([F:21])=[CH:19][CH:20]=2)[C:15]([NH2:17])=[O:16])[CH2:42][CH:43]([OH:44])[CH2:45][OH:37])=[N:4][C:3]=1[C:23]1[CH:28]=[CH:27][C:26]([C:29]([F:32])([F:31])[F:30])=[CH:25][CH:24]=1, predict the reactants needed to synthesize it. The reactants are: [Br:1][C:2]1[O:6][C:5]([CH:7]([O:11][C:12]2[C:13]([F:22])=[C:14]([C:18]([F:21])=[CH:19][CH:20]=2)[C:15]([NH2:17])=[O:16])CC=C)=[N:4][C:3]=1[C:23]1[CH:28]=[CH:27][C:26]([C:29]([F:32])([F:31])[F:30])=[CH:25][CH:24]=1.C[N+]1([O-])CC[O:37]CC1.O.[CH3:42][C:43]([CH3:45])=[O:44]. (2) Given the product [Br:25][C:26]1[CH:31]=[CH:30][C:29]([CH2:32][N:33]([CH3:34])[C:45](=[O:47])[CH2:44][NH:43][C:41](=[O:42])[O:40][C:36]([CH3:37])([CH3:38])[CH3:39])=[CH:28][C:27]=1[Cl:35], predict the reactants needed to synthesize it. The reactants are: F[P-](F)(F)(F)(F)F.N1(OC(N(C)C)=[N+](C)C)C2N=CC=CC=2N=N1.[Br:25][C:26]1[CH:31]=[CH:30][C:29]([CH2:32][NH:33][CH3:34])=[CH:28][C:27]=1[Cl:35].[C:36]([O:40][C:41]([NH:43][CH2:44][C:45]([OH:47])=O)=[O:42])([CH3:39])([CH3:38])[CH3:37].CCN(C(C)C)C(C)C. (3) Given the product [NH2:5][CH:4]([C:7]1[S:11][C:10]([C:12]([O:14][CH3:15])=[O:13])=[CH:9][CH:8]=1)[CH2:3][CH:2]([CH3:16])[CH3:1], predict the reactants needed to synthesize it. The reactants are: [CH3:1][CH:2]([CH3:16])[CH2:3][C:4]([C:7]1[S:11][C:10]([C:12]([O:14][CH3:15])=[O:13])=[CH:9][CH:8]=1)=[N:5]O. (4) Given the product [NH2:8][C:9]1[S:13][C:12]2[CH:14]=[C:15]([NH:18][C:26](=[O:27])[C:25]3[CH:29]=[CH:30][C:22]([O:21][C:20]([F:19])([F:31])[F:32])=[CH:23][CH:24]=3)[CH:16]=[CH:17][C:11]=2[N:10]=1, predict the reactants needed to synthesize it. The reactants are: CC(OC([NH:8][C:9]1[S:13][C:12]2[CH:14]=[C:15]([NH2:18])[CH:16]=[CH:17][C:11]=2[N:10]=1)=O)(C)C.[F:19][C:20]([F:32])([F:31])[O:21][C:22]1[CH:30]=[CH:29][C:25]([C:26](Cl)=[O:27])=[CH:24][CH:23]=1.O. (5) Given the product [Cl:35][C:18]1[C:19]([N:21]2[CH2:26][CH2:25][CH2:24][C@@H:23]([NH:27][C:28](=[O:34])[O:29][C:30]([CH3:31])([CH3:32])[CH3:33])[CH2:22]2)=[C:20]2[C:12]([NH:11][C:6](=[O:7])[C:5]([OH:4])([CH3:10])[CH3:9])=[CH:13][NH:14][C:15]2=[N:16][CH:17]=1, predict the reactants needed to synthesize it. The reactants are: C([O:4][C:5]([CH3:10])([CH3:9])[C:6](Cl)=[O:7])(=O)C.[NH2:11][C:12]1[C:20]2[C:15](=[N:16][CH:17]=[C:18]([Cl:35])[C:19]=2[N:21]2[CH2:26][CH2:25][CH2:24][C@@H:23]([NH:27][C:28](=[O:34])[O:29][C:30]([CH3:33])([CH3:32])[CH3:31])[CH2:22]2)[NH:14][CH:13]=1.C(N(CC)CC)C.[Li+].[OH-]. (6) The reactants are: [CH3:1][O:2][C:3]1[CH:48]=[CH:47][C:6]([CH2:7][N:8]([CH2:38][C:39]2[CH:44]=[CH:43][C:42]([O:45][CH3:46])=[CH:41][CH:40]=2)[C:9]2[N:14]=[C:13]([CH3:15])[N:12]=[C:11]([C:16]3[CH:17]=[C:18]([CH2:23][N:24]4[CH2:29][CH2:28][N:27](C(OC(C)(C)C)=O)[CH2:26][C@@H:25]4[CH3:37])[CH:19]=[N:20][C:21]=3[F:22])[N:10]=2)=[CH:5][CH:4]=1.C(O)(C(F)(F)F)=O.[CH3:56][S:57](Cl)(=[O:59])=[O:58]. Given the product [F:22][C:21]1[C:16]([C:11]2[N:12]=[C:13]([CH3:15])[N:14]=[C:9]([N:8]([CH2:38][C:39]3[CH:44]=[CH:43][C:42]([O:45][CH3:46])=[CH:41][CH:40]=3)[CH2:7][C:6]3[CH:47]=[CH:48][C:3]([O:2][CH3:1])=[CH:4][CH:5]=3)[N:10]=2)=[CH:17][C:18]([CH2:23][N:24]2[CH2:29][CH2:28][N:27]([S:57]([CH3:56])(=[O:59])=[O:58])[CH2:26][C@@H:25]2[CH3:37])=[CH:19][N:20]=1, predict the reactants needed to synthesize it. (7) Given the product [CH:2]([C@H:3]1[O:8][C:7]([CH3:9])([CH3:10])[O:6][C@@H:5]([CH2:11][C:12]([N:14]([O:16][CH3:17])[CH3:15])=[O:13])[CH2:4]1)=[O:1], predict the reactants needed to synthesize it. The reactants are: [OH:1][CH2:2][C@H:3]1[O:8][C:7]([CH3:10])([CH3:9])[O:6][C@@H:5]([CH2:11][C:12]([N:14]([O:16][CH3:17])[CH3:15])=[O:13])[CH2:4]1.ClCCl.CC(OI1(OC(C)=O)(OC(C)=O)OC(=O)C2C=CC=CC1=2)=O. (8) The reactants are: CN1CCN(C2C=CC(NC3C4N(N=CN=4)C(C4C=C(C(N)=O)SC=4)=CN=3)=CC=2)CC1.[Br:32][C:33]1[N:38]2[N:39]=[CH:40][N:41]=[C:37]2[C:36](Br)=[N:35][CH:34]=1.[CH3:43][O:44][C:45](=[O:53])[C:46]1[CH:51]=[CH:50][C:49]([NH2:52])=[CH:48][CH:47]=1.C(N(C(C)C)C(C)C)C. Given the product [CH3:43][O:44][C:45](=[O:53])[C:46]1[CH:51]=[CH:50][C:49]([NH:52][C:36]2[C:37]3[N:38]([N:39]=[CH:40][N:41]=3)[C:33]([Br:32])=[CH:34][N:35]=2)=[CH:48][CH:47]=1, predict the reactants needed to synthesize it.